From a dataset of Full USPTO retrosynthesis dataset with 1.9M reactions from patents (1976-2016). Predict the reactants needed to synthesize the given product. (1) Given the product [OH:42][C:27]1[C:26](=[O:25])[N:15]([C:16]2[N:17]=[N:18][C:19]([CH3:22])=[CH:20][CH:21]=2)[CH:11]([C:10]2[CH:13]=[CH:14][C:7]([CH2:6][N:1]3[CH:5]=[CH:4][N:3]=[N:2]3)=[CH:8][CH:9]=2)[C:28]=1[C:29](=[O:41])[C:30]1[CH:31]=[CH:32][C:33]([O:36][C:37]([F:39])([F:40])[F:38])=[CH:34][CH:35]=1, predict the reactants needed to synthesize it. The reactants are: [N:1]1([CH2:6][C:7]2[CH:14]=[CH:13][C:10]([CH:11]=O)=[CH:9][CH:8]=2)[CH:5]=[CH:4][N:3]=[N:2]1.[NH2:15][C:16]1[N:17]=[N:18][C:19]([CH3:22])=[CH:20][CH:21]=1.C([O:25][C:26](=O)[C:27]([OH:42])=[CH:28][C:29](=[O:41])[C:30]1[CH:35]=[CH:34][C:33]([O:36][C:37]([F:40])([F:39])[F:38])=[CH:32][CH:31]=1)C. (2) Given the product [CH2:3]([O:10][C:12]1[CH:13]=[C:14]([CH:18]=[CH:19][N:20]=1)[C:15]([OH:17])=[O:16])[C:4]1[CH:9]=[CH:8][CH:7]=[CH:6][CH:5]=1, predict the reactants needed to synthesize it. The reactants are: [H-].[Na+].[CH2:3]([OH:10])[C:4]1[CH:9]=[CH:8][CH:7]=[CH:6][CH:5]=1.Cl[C:12]1[CH:13]=[C:14]([CH:18]=[CH:19][N:20]=1)[C:15]([OH:17])=[O:16].Cl.